The task is: Predict which catalyst facilitates the given reaction.. This data is from Catalyst prediction with 721,799 reactions and 888 catalyst types from USPTO. (1) Reactant: C([N-]C(C)C)(C)C.[Li+].[F:9][C:10]1[CH:15]=[CH:14][C:13]([CH:16]([CH3:18])[CH3:17])=[CH:12][N:11]=1.[I:19]I.O. Product: [F:9][C:10]1[C:15]([I:19])=[CH:14][C:13]([CH:16]([CH3:18])[CH3:17])=[CH:12][N:11]=1. The catalyst class is: 1. (2) Reactant: [Li+].CCC[CH2-].[CH3:6][O:7][CH:8]([O:14][CH3:15])[C:9]1[Se:10][CH:11]=[CH:12][CH:13]=1.CN([CH:19]=[O:20])C.C(OCC)(=O)C. Product: [CH3:6][O:7][CH:8]([O:14][CH3:15])[C:9]1[Se:10][C:11]([CH:19]=[O:20])=[CH:12][CH:13]=1. The catalyst class is: 1. (3) Reactant: [Si:1]([O:8][CH:9]([CH:13]1[CH2:22][CH2:21][C:20]2[C:15](=[CH:16][CH:17]=[C:18]([O:23][C:24]3[CH:29]=[CH:28][CH:27]=[CH:26][CH:25]=3)[CH:19]=2)[CH2:14]1)[C:10]([OH:12])=O)([C:4]([CH3:7])([CH3:6])[CH3:5])([CH3:3])[CH3:2].[N:30]1[CH:35]=[CH:34][CH:33]=[CH:32][C:31]=1[C:36]([NH:38][NH2:39])=[O:37].CCN=C=NCCCN(C)C.Cl. Product: [Si:1]([O:8][CH:9]([CH:13]1[CH2:22][CH2:21][C:20]2[C:15](=[CH:16][CH:17]=[C:18]([O:23][C:24]3[CH:29]=[CH:28][CH:27]=[CH:26][CH:25]=3)[CH:19]=2)[CH2:14]1)[C:10]([NH:39][NH:38][C:36](=[O:37])[C:31]1[CH:32]=[CH:33][CH:34]=[CH:35][N:30]=1)=[O:12])([C:4]([CH3:5])([CH3:7])[CH3:6])([CH3:2])[CH3:3]. The catalyst class is: 2. (4) Reactant: [Si:1]([C:8]1[C:9]([CH:21]=O)=[CH:10][C:11]2[C:16]([CH:17]=1)=[CH:15][C:14]([N:18]([CH3:20])[CH3:19])=[CH:13][CH:12]=2)([C:4]([CH3:7])([CH3:6])[CH3:5])([CH3:3])[CH3:2].[C:23](#[N:27])[CH2:24][C:25]#[N:26].N1CCCCC1. Product: [CH3:19][N:18]([CH3:20])[C:14]1[CH:15]=[C:16]2[C:11](=[CH:12][CH:13]=1)[CH:10]=[C:9]([CH:21]=[C:24]([C:23]#[N:27])[C:25]#[N:26])[C:8]([Si:1]([C:4]([CH3:7])([CH3:6])[CH3:5])([CH3:3])[CH3:2])=[CH:17]2. The catalyst class is: 14. (5) Reactant: [CH3:1][O:2][C:3]1[CH:4]=[C:5]([CH:9]=[CH:10][CH:11]=1)[C:6](Cl)=[O:7].[CH:12]([C:15]1[CH:16]=[C:17]([C:25]2[CH:30]=[CH:29][CH:28]=[CH:27][CH:26]=2)[CH:18]=[C:19]([CH:22]([CH3:24])[CH3:23])[C:20]=1[NH2:21])([CH3:14])[CH3:13].N1C=CC=CC=1.O. Product: [CH:22]([C:19]1[CH:18]=[C:17]([C:25]2[CH:26]=[CH:27][CH:28]=[CH:29][CH:30]=2)[CH:16]=[C:15]([CH:12]([CH3:14])[CH3:13])[C:20]=1[NH:21][C:6](=[O:7])[C:5]1[CH:9]=[CH:10][CH:11]=[C:3]([O:2][CH3:1])[CH:4]=1)([CH3:23])[CH3:24]. The catalyst class is: 4. (6) Reactant: [C:1]([O:7][CH:8]1[CH2:11][C:10](=[O:12])[CH2:9]1)(=[O:6])[C:2]([CH3:5])([CH3:4])[CH3:3].[BH4-].[Na+]. Product: [C:1]([O:7][CH:8]1[CH2:9][CH:10]([OH:12])[CH2:11]1)(=[O:6])[C:2]([CH3:5])([CH3:4])[CH3:3]. The catalyst class is: 8. (7) Reactant: [C:1]1([C:7]([CH:9]2[CH2:14][CH2:13][CH2:12][NH:11][CH2:10]2)=[O:8])[CH:6]=[CH:5][CH:4]=[CH:3][CH:2]=1.[F:15][C:16]([F:21])([F:20])[C@@H:17]1[CH2:19][O:18]1. Product: [C:1]1([C:7]([CH:9]2[CH2:14][CH2:13][CH2:12][N:11]([CH2:19][C@H:17]([OH:18])[C:16]([F:21])([F:20])[F:15])[CH2:10]2)=[O:8])[CH:2]=[CH:3][CH:4]=[CH:5][CH:6]=1. The catalyst class is: 10.